Dataset: Full USPTO retrosynthesis dataset with 1.9M reactions from patents (1976-2016). Task: Predict the reactants needed to synthesize the given product. (1) Given the product [CH3:31][N:32]([CH3:37])[CH2:33][CH2:34][CH2:35][NH:36][C:19]([C:16]1[S:15][C:11]2[N:12]=[CH:13][N:14]=[C:9]([NH:8][C:5]3[CH:6]=[CH:7][C:2]([F:1])=[CH:3][C:4]=3[O:22][C@H:23]3[CH2:28][CH2:27][C@@H:26]([O:29][CH3:30])[CH2:25][CH2:24]3)[C:10]=2[C:17]=1[CH3:18])=[O:21], predict the reactants needed to synthesize it. The reactants are: [F:1][C:2]1[CH:7]=[CH:6][C:5]([NH:8][C:9]2[C:10]3[C:17]([CH3:18])=[C:16]([C:19]([OH:21])=O)[S:15][C:11]=3[N:12]=[CH:13][N:14]=2)=[C:4]([O:22][C@H:23]2[CH2:28][CH2:27][C@@H:26]([O:29][CH3:30])[CH2:25][CH2:24]2)[CH:3]=1.[CH3:31][N:32]([CH3:37])[CH2:33][CH2:34][CH2:35][NH2:36]. (2) Given the product [CH3:21][O:20][N:19]([CH3:18])[C:14]([CH:11]1[CH2:10][CH2:9][N:8]([C:6]([O:5][C:1]([CH3:2])([CH3:3])[CH3:4])=[O:7])[CH2:13][CH2:12]1)=[O:16], predict the reactants needed to synthesize it. The reactants are: [C:1]([O:5][C:6]([N:8]1[CH2:13][CH2:12][CH:11]([C:14]([OH:16])=O)[CH2:10][CH2:9]1)=[O:7])([CH3:4])([CH3:3])[CH3:2].Cl.[CH3:18][NH:19][O:20][CH3:21].Cl.CN(C)CCCN=C=NCC.C(N(CC)C(C)C)(C)C. (3) Given the product [F:21][C:20]1[C:15]([CH:13]([NH:12][C:11]([C:8]2([NH2:7])[CH2:10][CH2:9]2)=[O:34])[CH3:14])=[N:16][CH:17]=[C:18]([NH:22][C:23]2[C:28]([C:29]([F:31])([F:30])[F:32])=[CH:27][CH:26]=[CH:25][C:24]=2[F:33])[CH:19]=1, predict the reactants needed to synthesize it. The reactants are: C(OC(=O)[NH:7][C:8]1([C:11](=[O:34])[NH:12][CH:13]([C:15]2[C:20]([F:21])=[CH:19][C:18]([NH:22][C:23]3[C:28]([C:29]([F:32])([F:31])[F:30])=[CH:27][CH:26]=[CH:25][C:24]=3[F:33])=[CH:17][N:16]=2)[CH3:14])[CH2:10][CH2:9]1)(C)(C)C.Cl. (4) Given the product [Cl:1][C:2]1[CH:3]=[C:4]([F:21])[C:5]([N:9]2[C:14](=[O:15])[CH:13]=[C:12]([C:16]([F:18])([F:17])[F:19])[NH:11][C:10]2=[O:20])=[C:6]([N+:22]([O-:24])=[O:23])[C:7]=1[OH:8], predict the reactants needed to synthesize it. The reactants are: [Cl:1][C:2]1[C:7]([OH:8])=[CH:6][C:5]([N:9]2[C:14](=[O:15])[CH:13]=[C:12]([C:16]([F:19])([F:18])[F:17])[NH:11][C:10]2=[O:20])=[C:4]([F:21])[CH:3]=1.[N+:22]([O-])([OH:24])=[O:23]. (5) Given the product [F:1][C:2]1[CH:3]=[C:4]([N:14]2[CH2:18][C@H:17]([CH2:19][O:20][S:23]([CH3:22])(=[O:25])=[O:24])[O:16][C:15]2=[O:21])[CH:5]=[CH:6][C:7]=1[N:8]1[CH:12]=[C:11]([CH3:13])[N:10]=[CH:9]1, predict the reactants needed to synthesize it. The reactants are: [F:1][C:2]1[CH:3]=[C:4]([N:14]2[CH2:18][C@H:17]([CH2:19][OH:20])[O:16][C:15]2=[O:21])[CH:5]=[CH:6][C:7]=1[N:8]1[CH:12]=[C:11]([CH3:13])[N:10]=[CH:9]1.[CH3:22][S:23](Cl)(=[O:25])=[O:24].